This data is from NCI-60 drug combinations with 297,098 pairs across 59 cell lines. The task is: Regression. Given two drug SMILES strings and cell line genomic features, predict the synergy score measuring deviation from expected non-interaction effect. (1) Drug 1: CC(CN1CC(=O)NC(=O)C1)N2CC(=O)NC(=O)C2. Drug 2: C1=C(C(=O)NC(=O)N1)N(CCCl)CCCl. Cell line: NCI-H226. Synergy scores: CSS=20.0, Synergy_ZIP=-5.90, Synergy_Bliss=0.170, Synergy_Loewe=-0.620, Synergy_HSA=2.14. (2) Drug 1: CN1CCC(CC1)COC2=C(C=C3C(=C2)N=CN=C3NC4=C(C=C(C=C4)Br)F)OC. Drug 2: C1=NC2=C(N1)C(=S)N=C(N2)N. Cell line: NCIH23. Synergy scores: CSS=39.0, Synergy_ZIP=-2.69, Synergy_Bliss=-1.40, Synergy_Loewe=-7.73, Synergy_HSA=-0.506. (3) Drug 1: CC1C(C(CC(O1)OC2CC(CC3=C2C(=C4C(=C3O)C(=O)C5=C(C4=O)C(=CC=C5)OC)O)(C(=O)C)O)N)O.Cl. Drug 2: C(CC(=O)O)C(=O)CN.Cl. Cell line: OVCAR-8. Synergy scores: CSS=25.7, Synergy_ZIP=-7.13, Synergy_Bliss=2.25, Synergy_Loewe=-32.2, Synergy_HSA=0.413. (4) Drug 1: C1=CC(=CC=C1CCC2=CNC3=C2C(=O)NC(=N3)N)C(=O)NC(CCC(=O)O)C(=O)O. Drug 2: CC1=C(C(CCC1)(C)C)C=CC(=CC=CC(=CC(=O)O)C)C. Cell line: UO-31. Synergy scores: CSS=19.3, Synergy_ZIP=-8.64, Synergy_Bliss=-4.33, Synergy_Loewe=-11.8, Synergy_HSA=-2.40. (5) Drug 1: CC1OCC2C(O1)C(C(C(O2)OC3C4COC(=O)C4C(C5=CC6=C(C=C35)OCO6)C7=CC(=C(C(=C7)OC)O)OC)O)O. Drug 2: C1CN(CCN1C(=O)CCBr)C(=O)CCBr. Cell line: NCIH23. Synergy scores: CSS=65.6, Synergy_ZIP=-5.26, Synergy_Bliss=-2.82, Synergy_Loewe=-1.24, Synergy_HSA=2.22. (6) Cell line: UACC62. Drug 1: C1=NC2=C(N1)C(=S)N=C(N2)N. Synergy scores: CSS=26.3, Synergy_ZIP=-2.61, Synergy_Bliss=-1.88, Synergy_Loewe=-24.9, Synergy_HSA=-3.57. Drug 2: CN1C(=O)N2C=NC(=C2N=N1)C(=O)N. (7) Drug 1: C(CC(=O)O)C(=O)CN.Cl. Drug 2: C1C(C(OC1N2C=NC(=NC2=O)N)CO)O. Cell line: NCI-H226. Synergy scores: CSS=9.62, Synergy_ZIP=-4.09, Synergy_Bliss=1.44, Synergy_Loewe=1.16, Synergy_HSA=1.70. (8) Drug 1: C1=C(C(=O)NC(=O)N1)F. Drug 2: C1=NC2=C(N=C(N=C2N1C3C(C(C(O3)CO)O)F)Cl)N. Cell line: HCC-2998. Synergy scores: CSS=42.0, Synergy_ZIP=-18.6, Synergy_Bliss=-26.0, Synergy_Loewe=-12.8, Synergy_HSA=-12.7. (9) Drug 1: C1=CC(=CC=C1C#N)C(C2=CC=C(C=C2)C#N)N3C=NC=N3. Drug 2: CCC1=C2CN3C(=CC4=C(C3=O)COC(=O)C4(CC)O)C2=NC5=C1C=C(C=C5)O. Cell line: RPMI-8226. Synergy scores: CSS=8.72, Synergy_ZIP=-0.587, Synergy_Bliss=-1.10, Synergy_Loewe=-11.3, Synergy_HSA=-3.22. (10) Drug 1: CS(=O)(=O)C1=CC(=C(C=C1)C(=O)NC2=CC(=C(C=C2)Cl)C3=CC=CC=N3)Cl. Drug 2: CN1C(=O)N2C=NC(=C2N=N1)C(=O)N. Cell line: MOLT-4. Synergy scores: CSS=-2.72, Synergy_ZIP=2.66, Synergy_Bliss=-0.555, Synergy_Loewe=-12.5, Synergy_HSA=-8.90.